This data is from Reaction yield outcomes from USPTO patents with 853,638 reactions. The task is: Predict the reaction yield, written as a fraction of the theoretical maximum amount of product (1.0 means a 100% yield; for example, 0.34 means a 34% yield). (1) The reactants are [CH3:1][O:2][C:3]1[CH:9]=[CH:8][C:6]([NH2:7])=[C:5]([N+:10]([O-:12])=[O:11])[CH:4]=1.Br[C:14]1[CH:19]=[CH:18][C:17]([N+:20]([O-:22])=[O:21])=[CH:16][CH:15]=1.C1(P(C2CCCCC2)C2C=CC=CC=2C2C=CC=CC=2N(C)C)CCCCC1.CC(C)([O-])C.[Na+]. The catalyst is C1C=CC(/C=C/C(/C=C/C2C=CC=CC=2)=O)=CC=1.C1C=CC(/C=C/C(/C=C/C2C=CC=CC=2)=O)=CC=1.C1C=CC(/C=C/C(/C=C/C2C=CC=CC=2)=O)=CC=1.[Pd].[Pd].ClCCl.C1(C)C=CC=CC=1. The product is [CH3:1][O:2][C:3]1[CH:9]=[CH:8][C:6]([NH:7][C:14]2[CH:19]=[CH:18][C:17]([N+:20]([O-:22])=[O:21])=[CH:16][CH:15]=2)=[C:5]([N+:10]([O-:12])=[O:11])[CH:4]=1. The yield is 0.690. (2) The reactants are [O:1]=[C:2]1[NH:7][C:6]2[CH:8]=[C:9]([C:12]([OH:14])=O)[CH:10]=[CH:11][C:5]=2[S:4][CH2:3]1.[C:15]([O:19][C:20]([N:22]1[CH2:27][CH2:26][CH:25]([NH2:28])[CH2:24][CH2:23]1)=[O:21])([CH3:18])([CH3:17])[CH3:16].ON1C2C=CC=CC=2N=N1.Cl.CN(C)CCCN=C=NCC.C(N(CC)C(C)C)(C)C. The catalyst is CN(C)C=O. The product is [C:15]([O:19][C:20]([N:22]1[CH2:27][CH2:26][CH:25]([NH:28][C:12]([C:9]2[CH:10]=[CH:11][C:5]3[S:4][CH2:3][C:2](=[O:1])[NH:7][C:6]=3[CH:8]=2)=[O:14])[CH2:24][CH2:23]1)=[O:21])([CH3:18])([CH3:16])[CH3:17]. The yield is 0.620. (3) The reactants are [CH3:1][C:2]1[C:3]([C:11]2[S:15][C:14]([C:16]([OH:18])=O)=[CH:13][CH:12]=2)=[N:4][O:5][C:6]=1[C:7]([F:10])([F:9])[F:8].[CH:19]1([CH2:22][NH2:23])[CH2:21][CH2:20]1. No catalyst specified. The product is [CH:19]1([CH2:22][NH:23][C:16]([C:14]2[S:15][C:11]([C:3]3[C:2]([CH3:1])=[C:6]([C:7]([F:8])([F:9])[F:10])[O:5][N:4]=3)=[CH:12][CH:13]=2)=[O:18])[CH2:21][CH2:20]1. The yield is 0.670. (4) The reactants are [F:1][C:2]1[CH:17]=[CH:16][C:5]([O:6][C:7]2[CH:8]=[C:9]([N+:13]([O-])=O)[CH:10]=[CH:11][CH:12]=2)=[CH:4][CH:3]=1. The catalyst is C(O)C.[Pd]. The product is [F:1][C:2]1[CH:17]=[CH:16][C:5]([O:6][C:7]2[CH:8]=[C:9]([CH:10]=[CH:11][CH:12]=2)[NH2:13])=[CH:4][CH:3]=1. The yield is 0.900. (5) The reactants are [CH2:1]=[C:2]1[CH2:11][CH:5]2[C:6](=[O:10])O[C:8](=[O:9])[CH:4]2[CH2:3]1.[F:12][C:13]([F:23])([F:22])[O:14][C:15]1[CH:20]=[CH:19][C:18]([NH2:21])=[CH:17][CH:16]=1. No catalyst specified. The product is [CH2:1]=[C:2]1[CH2:3][CH:4]2[C:8](=[O:9])[N:21]([C:18]3[CH:19]=[CH:20][C:15]([O:14][C:13]([F:12])([F:22])[F:23])=[CH:16][CH:17]=3)[C:6](=[O:10])[CH:5]2[CH2:11]1. The yield is 0.660. (6) The reactants are Cl[C:2]1[C:7]([C:8]([O:10][CH2:11][CH3:12])=[O:9])=[CH:6][N:5]=[C:4]([Cl:13])[CH:3]=1.[CH3:14][NH2:15]. The catalyst is CC#N. The product is [Cl:13][C:4]1[CH:3]=[C:2]([NH:15][CH3:14])[C:7]([C:8]([O:10][CH2:11][CH3:12])=[O:9])=[CH:6][N:5]=1. The yield is 0.820. (7) The product is [F:33][C:27]1[CH:28]=[CH:29][C:30]([F:32])=[CH:31][C:26]=1[C:17]1[S:16][C:15]([CH2:34][CH2:35][CH2:36][NH:37][C:38](=[O:44])[O:39][C:40]([CH3:43])([CH3:42])[CH3:41])([C:11]2[CH:12]=[CH:13][CH:14]=[C:9]([OH:8])[CH:10]=2)[N:19]([C:20]2[S:21][C:22]([CH3:25])=[N:23][N:24]=2)[N:18]=1. The reactants are [Si]([O:8][C:9]1[CH:10]=[C:11]([C:15]2([CH2:34][CH2:35][CH2:36][NH:37][C:38](=[O:44])[O:39][C:40]([CH3:43])([CH3:42])[CH3:41])[N:19]([C:20]3[S:21][C:22]([CH3:25])=[N:23][N:24]=3)[N:18]=[C:17]([C:26]3[CH:31]=[C:30]([F:32])[CH:29]=[CH:28][C:27]=3[F:33])[S:16]2)[CH:12]=[CH:13][CH:14]=1)(C(C)(C)C)(C)C.CCCC[N+](CCCC)(CCCC)CCCC.[F-]. The catalyst is C1COCC1. The yield is 0.820.